This data is from Peptide-MHC class I binding affinity with 185,985 pairs from IEDB/IMGT. The task is: Regression. Given a peptide amino acid sequence and an MHC pseudo amino acid sequence, predict their binding affinity value. This is MHC class I binding data. (1) The peptide sequence is TAVAKCNLNH. The MHC is HLA-A03:01 with pseudo-sequence HLA-A03:01. The binding affinity (normalized) is 0. (2) The peptide sequence is VTTEVAFGL. The MHC is HLA-A30:01 with pseudo-sequence HLA-A30:01. The binding affinity (normalized) is 0.0847. (3) The peptide sequence is AIDFLLQRW. The MHC is HLA-A24:02 with pseudo-sequence HLA-A24:02. The binding affinity (normalized) is 0.202. (4) The binding affinity (normalized) is 0. The MHC is Patr-A0301 with pseudo-sequence Patr-A0301. The peptide sequence is NWILRGTSFV. (5) The peptide sequence is KVFPYALINK. The MHC is HLA-A29:02 with pseudo-sequence HLA-A29:02. The binding affinity (normalized) is 0. (6) The peptide sequence is RIASILSLET. The MHC is HLA-A02:03 with pseudo-sequence HLA-A02:03. The binding affinity (normalized) is 0.435. (7) The peptide sequence is EQANSVETI. The MHC is Mamu-B01 with pseudo-sequence Mamu-B01. The binding affinity (normalized) is 0.126. (8) The peptide sequence is NTAIAKCNLD. The MHC is Mamu-A01 with pseudo-sequence Mamu-A01. The binding affinity (normalized) is 0.386. (9) The peptide sequence is DRFFKTLRA. The MHC is HLA-B54:01 with pseudo-sequence HLA-B54:01. The binding affinity (normalized) is 0. (10) The peptide sequence is KIRLRPGGK. The MHC is HLA-A26:01 with pseudo-sequence HLA-A26:01. The binding affinity (normalized) is 0.